Dataset: Full USPTO retrosynthesis dataset with 1.9M reactions from patents (1976-2016). Task: Predict the reactants needed to synthesize the given product. Given the product [C:2]1([CH3:8])[CH:3]=[CH:4][CH:5]=[C:6]([O:7][C@@H:43]([CH3:42])[C:44]([O:45][CH3:46])=[O:31])[CH:1]=1, predict the reactants needed to synthesize it. The reactants are: [CH:1]1[C:6]([OH:7])=[CH:5][CH:4]=[CH:3][C:2]=1[CH3:8].C1C=CC(P(C2C=CC=CC=2)C2C=CC=CC=2)=CC=1.CC([O:31]C(/N=N/C(OC(C)C)=O)=O)C.[CH2:42]1[CH2:46][O:45][CH2:44][CH2:43]1.